This data is from Forward reaction prediction with 1.9M reactions from USPTO patents (1976-2016). The task is: Predict the product of the given reaction. (1) Given the reactants [CH2:1]([O:3][C:4]([C:6]1[NH:14][C:13]2[CH2:12][CH2:11][NH:10][C:9](=[O:15])[C:8]=2[C:7]=1[C:16]([F:19])([F:18])[F:17])=[O:5])[CH3:2].[H-].[Na+].Br.Br[CH2:24][CH2:25][N:26]([CH2:29][CH3:30])[CH2:27][CH3:28], predict the reaction product. The product is: [CH2:1]([O:3][C:4]([C:6]1[NH:14][C:13]2[CH2:12][CH2:11][N:10]([CH2:24][CH2:25][N:26]([CH2:29][CH3:30])[CH2:27][CH3:28])[C:9](=[O:15])[C:8]=2[C:7]=1[C:16]([F:18])([F:19])[F:17])=[O:5])[CH3:2]. (2) Given the reactants [CH3:1][O:2]C1C=CC=CC=1CC#N.ClCCCl.[C:16]1([C:22]2([CH2:26][C:27](=[O:31])[C:28]([OH:30])=[O:29])[CH2:25][CH2:24]C2)[CH:21]=[CH:20][CH:19]=[CH:18][CH:17]=1, predict the reaction product. The product is: [CH3:1][O:2][C:21]1[CH:20]=[CH:19][CH:18]=[CH:17][C:16]=1[C:22]1([CH2:26][C:27](=[O:31])[C:28]([OH:30])=[O:29])[CH2:25][CH2:24]1.